Dataset: Forward reaction prediction with 1.9M reactions from USPTO patents (1976-2016). Task: Predict the product of the given reaction. Given the reactants [OH:1][C:2]1[CH:3]=[C:4]2[C:9](=[C:10]([O:12][CH3:13])[CH:11]=1)[O:8][CH:7]([C:14]([F:17])([F:16])[F:15])[C:6]([C:18]([O:20][CH2:21][CH3:22])=[O:19])=[CH:5]2.[C:23]([O-])([O-])=O.[K+].[K+], predict the reaction product. The product is: [CH3:23][O:1][C:2]1[CH:3]=[C:4]2[C:9](=[C:10]([O:12][CH3:13])[CH:11]=1)[O:8][CH:7]([C:14]([F:17])([F:15])[F:16])[C:6]([C:18]([O:20][CH2:21][CH3:22])=[O:19])=[CH:5]2.